From a dataset of Reaction yield outcomes from USPTO patents with 853,638 reactions. Predict the reaction yield, written as a fraction of the theoretical maximum amount of product (1.0 means a 100% yield; for example, 0.34 means a 34% yield). (1) The reactants are [O:1]1[CH2:6][CH2:5][CH2:4][CH2:3][CH:2]1[O:7][C:8]1[CH:17]=[CH:16][C:11]2[NH:12][C:13](=[O:15])[O:14][C:10]=2[CH:9]=1.C([O-])([O-])=O.[K+].[K+].[CH2:24](Br)[C:25]1[CH:30]=[CH:29][CH:28]=[CH:27][CH:26]=1. The catalyst is CN(C=O)C. The product is [CH2:24]([N:12]1[C:11]2[CH:16]=[CH:17][C:8]([O:7][CH:2]3[CH2:3][CH2:4][CH2:5][CH2:6][O:1]3)=[CH:9][C:10]=2[O:14][C:13]1=[O:15])[C:25]1[CH:30]=[CH:29][CH:28]=[CH:27][CH:26]=1. The yield is 0.850. (2) The reactants are [NH2:1][C:2]1[CH:7]=[C:6]([C:8]2[S:9][C:10]([C:23]3[NH:27][CH:26]=[N:25][CH:24]=3)=[C:11]([C:15]3[CH:20]=[CH:19][C:18]([Cl:21])=[CH:17][C:16]=3[Cl:22])[C:12]=2[C:13]#[N:14])[CH:5]=[CH:4][N:3]=1.N1C=CC=CC=1.C(Cl)Cl.[C:37](OC(=O)C)(=[O:39])[CH3:38].CO.C(=O)(O)[O-].[Na+]. The catalyst is O. The product is [C:13]([C:12]1[C:11]([C:15]2[CH:20]=[CH:19][C:18]([Cl:21])=[CH:17][C:16]=2[Cl:22])=[C:10]([C:23]2[NH:27][CH:26]=[N:25][CH:24]=2)[S:9][C:8]=1[C:6]1[CH:5]=[CH:4][N:3]=[C:2]([NH:1][C:37](=[O:39])[CH3:38])[CH:7]=1)#[N:14]. The yield is 0.694. (3) The reactants are [F:1][C:2]1[C:3]([C:9]([F:12])([F:11])[F:10])=[C:4](Br)[CH:5]=[CH:6][CH:7]=1.[Li].B(OC)(OC)[O:15]C.[OH-].[Na+].OO. The catalyst is O1CCCC1.C(OCC)C. The product is [F:1][C:2]1[C:3]([C:9]([F:12])([F:11])[F:10])=[C:4]([OH:15])[CH:5]=[CH:6][CH:7]=1. The yield is 0.400. (4) The reactants are [CH3:1][CH2:2][CH:3]([NH2:6])[CH2:4][CH3:5].[Cl:7][C:8]1[CH:9]=[C:10]([CH:14]=[CH:15][C:16]=1[O:17][CH3:18])[C:11](O)=[O:12]. No catalyst specified. The product is [Cl:7][C:8]1[CH:9]=[C:10]([CH:14]=[CH:15][C:16]=1[O:17][CH3:18])[C:11]([NH:6][CH:3]([CH2:4][CH3:5])[CH2:2][CH3:1])=[O:12]. The yield is 0.400. (5) The reactants are CO[C:3](=[O:25])[C:4]1[CH:9]=[CH:8][C:7]([O:10][CH2:11][C:12]2[C:13]([C:18]3[CH:23]=[CH:22][C:21]([Cl:24])=[CH:20][CH:19]=3)=[N:14][O:15][C:16]=2[CH3:17])=[N:6][CH:5]=1.[NH2:26][CH:27]1[CH2:32][CH2:31][O:30][CH2:29][CH2:28]1. No catalyst specified. The product is [Cl:24][C:21]1[CH:22]=[CH:23][C:18]([C:13]2[C:12]([CH2:11][O:10][C:7]3[CH:8]=[CH:9][C:4]([C:3]([NH:26][CH:27]4[CH2:32][CH2:31][O:30][CH2:29][CH2:28]4)=[O:25])=[CH:5][N:6]=3)=[C:16]([CH3:17])[O:15][N:14]=2)=[CH:19][CH:20]=1. The yield is 0.770. (6) The reactants are [O:1]=[C:2]1[N:6]([C:7]2[CH:8]=[C:9]3[C:14](=[CH:15][CH:16]=2)[CH2:13][NH:12][CH2:11][CH2:10]3)[CH2:5][C@H:4]([CH2:17][NH:18][C:19](=[O:25])[O:20][C:21]([CH3:24])([CH3:23])[CH3:22])[O:3]1.N1([CH:35]=[O:36])C2C=CC=CC=2N=N1. The catalyst is C1COCC1. The product is [O:1]=[C:2]1[N:6]([C:7]2[CH:8]=[C:9]3[C:14](=[CH:15][CH:16]=2)[CH2:13][N:12]([CH:35]=[O:36])[CH2:11][CH2:10]3)[CH2:5][C@H:4]([CH2:17][NH:18][C:19](=[O:25])[O:20][C:21]([CH3:22])([CH3:24])[CH3:23])[O:3]1. The yield is 0.980. (7) The reactants are [I:1][C:2]1[CH:7]=[CH:6][C:5]([OH:8])=[CH:4][CH:3]=1.F[C:10]1[CH:23]=[CH:22][C:13]([C:14]([C:16]2[CH:21]=[CH:20][CH:19]=[CH:18][CH:17]=2)=[O:15])=[CH:12][CH:11]=1.C(=O)([O-])[O-].[K+].[K+].CN(C=O)C. The catalyst is C1(C)C=CC=CC=1. The product is [I:1][C:2]1[CH:7]=[CH:6][C:5]([O:8][C:22]2[CH:23]=[CH:10][CH:11]=[CH:12][C:13]=2[C:14]([C:16]2[CH:21]=[CH:20][CH:19]=[CH:18][CH:17]=2)=[O:15])=[CH:4][CH:3]=1. The yield is 0.870.